This data is from NCI-60 drug combinations with 297,098 pairs across 59 cell lines. The task is: Regression. Given two drug SMILES strings and cell line genomic features, predict the synergy score measuring deviation from expected non-interaction effect. (1) Drug 2: CS(=O)(=O)OCCCCOS(=O)(=O)C. Drug 1: C#CCC(CC1=CN=C2C(=N1)C(=NC(=N2)N)N)C3=CC=C(C=C3)C(=O)NC(CCC(=O)O)C(=O)O. Synergy scores: CSS=5.75, Synergy_ZIP=-3.24, Synergy_Bliss=-2.42, Synergy_Loewe=-24.0, Synergy_HSA=-1.35. Cell line: EKVX. (2) Drug 1: C1CCN(CC1)CCOC2=CC=C(C=C2)C(=O)C3=C(SC4=C3C=CC(=C4)O)C5=CC=C(C=C5)O. Drug 2: CCCS(=O)(=O)NC1=C(C(=C(C=C1)F)C(=O)C2=CNC3=C2C=C(C=N3)C4=CC=C(C=C4)Cl)F. Cell line: A549. Synergy scores: CSS=26.4, Synergy_ZIP=-0.0715, Synergy_Bliss=0.0722, Synergy_Loewe=-2.34, Synergy_HSA=-1.45. (3) Drug 1: CC1=C(C=C(C=C1)C(=O)NC2=CC(=CC(=C2)C(F)(F)F)N3C=C(N=C3)C)NC4=NC=CC(=N4)C5=CN=CC=C5. Drug 2: C1=CC=C(C(=C1)C(C2=CC=C(C=C2)Cl)C(Cl)Cl)Cl. Cell line: T-47D. Synergy scores: CSS=9.51, Synergy_ZIP=-3.84, Synergy_Bliss=-6.38, Synergy_Loewe=5.98, Synergy_HSA=-3.74. (4) Drug 1: C1=CC=C(C(=C1)C(C2=CC=C(C=C2)Cl)C(Cl)Cl)Cl. Drug 2: CC1=C(C=C(C=C1)C(=O)NC2=CC(=CC(=C2)C(F)(F)F)N3C=C(N=C3)C)NC4=NC=CC(=N4)C5=CN=CC=C5. Cell line: UO-31. Synergy scores: CSS=0.961, Synergy_ZIP=-0.481, Synergy_Bliss=-0.909, Synergy_Loewe=-0.332, Synergy_HSA=-0.953. (5) Drug 1: CC1=C(C=C(C=C1)NC(=O)C2=CC=C(C=C2)CN3CCN(CC3)C)NC4=NC=CC(=N4)C5=CN=CC=C5. Drug 2: C1=NC(=NC(=O)N1C2C(C(C(O2)CO)O)O)N. Cell line: OVCAR3. Synergy scores: CSS=-3.34, Synergy_ZIP=-1.65, Synergy_Bliss=-6.35, Synergy_Loewe=-21.5, Synergy_HSA=-12.6. (6) Drug 1: CC1=C(C=C(C=C1)NC2=NC=CC(=N2)N(C)C3=CC4=NN(C(=C4C=C3)C)C)S(=O)(=O)N.Cl. Drug 2: B(C(CC(C)C)NC(=O)C(CC1=CC=CC=C1)NC(=O)C2=NC=CN=C2)(O)O. Cell line: IGROV1. Synergy scores: CSS=-1.17, Synergy_ZIP=-0.580, Synergy_Bliss=-2.61, Synergy_Loewe=-1.71, Synergy_HSA=-2.60.